This data is from Full USPTO retrosynthesis dataset with 1.9M reactions from patents (1976-2016). The task is: Predict the reactants needed to synthesize the given product. (1) Given the product [NH2:13][C:10]1[CH:11]=[CH:12][C:7]([N:5]2[C:4](=[O:16])[CH:3]=[C:2]([CH3:1])[NH:6]2)=[N:8][CH:9]=1, predict the reactants needed to synthesize it. The reactants are: [CH3:1][C:2]1[NH:6][N:5]([C:7]2[CH:12]=[CH:11][C:10]([N+:13]([O-])=O)=[CH:9][N:8]=2)[C:4](=[O:16])[CH:3]=1.C(O)(=O)C. (2) Given the product [CH3:30][N:31]([CH3:41])[C:32]1[N:37]=[CH:36][C:35]([C:2]2[C:10]3[O:9][CH2:8][CH:7]([C:11]4[CH:16]=[CH:15][C:14]([CH:17]([CH3:18])[CH3:19])=[CH:13][CH:12]=4)[C:6]=3[C:5]([CH3:20])=[C:4]([NH:21][C:22](=[O:28])[CH2:23][C:24]([CH3:27])([CH3:26])[CH3:25])[C:3]=2[CH3:29])=[CH:34][CH:33]=1, predict the reactants needed to synthesize it. The reactants are: Br[C:2]1[C:10]2[O:9][CH2:8][CH:7]([C:11]3[CH:16]=[CH:15][C:14]([CH:17]([CH3:19])[CH3:18])=[CH:13][CH:12]=3)[C:6]=2[C:5]([CH3:20])=[C:4]([NH:21][C:22](=[O:28])[CH2:23][C:24]([CH3:27])([CH3:26])[CH3:25])[C:3]=1[CH3:29].[CH3:30][N:31]([CH3:41])[C:32]1[N:37]=[CH:36][C:35](B(O)O)=[CH:34][CH:33]=1. (3) Given the product [CH3:7][N:8]1[CH:12]=[C:11]([C:13]2[CH:22]=[CH:21][CH:20]=[C:19]3[C:14]=2[CH:15]=[CH:16][C:17]([C:23]([NH:29][C:28]([NH2:30])=[NH:27])=[O:25])=[CH:18]3)[CH:10]=[N:9]1, predict the reactants needed to synthesize it. The reactants are: C(Cl)(=O)C(Cl)=O.[CH3:7][N:8]1[CH:12]=[C:11]([C:13]2[CH:22]=[CH:21][CH:20]=[C:19]3[C:14]=2[CH:15]=[CH:16][C:17]([C:23]([OH:25])=O)=[CH:18]3)[CH:10]=[N:9]1.Cl.[NH2:27][C:28]([NH2:30])=[NH:29].[OH-].[Na+]. (4) Given the product [Cl:1][C:2]1[CH:3]=[C:4]([C:8]2[CH:9]=[C:10]([CH2:16][N:17]3[C:11]([CH2:10][CH2:9][OH:36])=[N:12][N:20]=[N:21]3)[CH:11]=[N:12][C:13]=2[O:14][CH3:15])[CH:5]=[CH:6][CH:7]=1, predict the reactants needed to synthesize it. The reactants are: [Cl:1][C:2]1[CH:3]=[C:4]([C:8]2[CH:9]=[C:10]([CH2:16][N:17]3[NH:21][N:20]=C(CC(OCC)=O)N3)[CH:11]=[N:12][C:13]=2[O:14][CH3:15])[CH:5]=[CH:6][CH:7]=1.[H-].[H-].[H-].[H-].[Li+].[Al+3].[F-].[K+].[OH2:36]. (5) Given the product [CH3:1][C:2]1[CH:7]=[CH:6][C:5]([N+:8]([O-:10])=[O:9])=[CH:4][C:3]=1[N:11]1[CH2:12][C:13]2[C:14](=[N:15][C:16]([S:19][CH3:20])=[N:17][CH:18]=2)[NH:21][C:30]1=[O:32], predict the reactants needed to synthesize it. The reactants are: [CH3:1][C:2]1[CH:7]=[CH:6][C:5]([N+:8]([O-:10])=[O:9])=[CH:4][C:3]=1[NH:11][CH2:12][C:13]1[C:14]([NH2:21])=[N:15][C:16]([S:19][CH3:20])=[N:17][CH:18]=1.C(N(CC)CC)C.Cl[C:30](Cl)([O:32]C(=O)OC(Cl)(Cl)Cl)Cl. (6) Given the product [Cl:1][C:2]1[CH:3]=[C:4]2[C:13](=[CH:14][CH:15]=1)[C:12]1[CH:11]=[CH:10][CH:9]=[CH:8][C:7]=1[N:6]([S:16]([C:19]1[CH:20]=[CH:21][C:22]([OH:25])=[CH:23][CH:24]=1)(=[O:18])=[O:17])[CH:5]2[CH3:27], predict the reactants needed to synthesize it. The reactants are: [Cl:1][C:2]1[CH:3]=[C:4]2[C:13](=[CH:14][CH:15]=1)[C:12]1[CH:11]=[CH:10][CH:9]=[CH:8][C:7]=1[N:6]([S:16]([C:19]1[CH:24]=[CH:23][C:22]([O:25]C)=[CH:21][CH:20]=1)(=[O:18])=[O:17])[CH:5]2[CH3:27].C1CCCCC=1.B(Br)(Br)Br.ClCCl. (7) Given the product [F:46][C:47]1[CH:48]=[C:49](/[CH:54]=[CH:55]/[C:56]([N:40]2[CH2:39][C@H:38]([CH2:41][CH:42]([CH3:44])[CH3:43])[NH:37][C:36](=[O:45])[C@@H:35]2[CH2:31][CH:32]([CH3:34])[CH3:33])=[O:57])[CH:50]=[C:51]([F:53])[CH:52]=1, predict the reactants needed to synthesize it. The reactants are: C([C@@H]1N(C(=O)C2C=CC(OC3C=CC=CC=3)=CC=2)C[C@H](CC(C)C)NC1=O)C(C)C.[CH2:31]([C@@H:35]1[NH:40][CH2:39][C@H:38]([CH2:41][CH:42]([CH3:44])[CH3:43])[NH:37][C:36]1=[O:45])[CH:32]([CH3:34])[CH3:33].[F:46][C:47]1[CH:48]=[C:49](/[CH:54]=[CH:55]/[C:56](O)=[O:57])[CH:50]=[C:51]([F:53])[CH:52]=1. (8) Given the product [CH3:1][C:2]1[CH:7]=[CH:6][C:5]([NH:8][C:9]([C:11]2[CH:12]=[CH:13][C:14]([N:17]([CH3:18])[CH:25]3[CH2:29][CH2:28][NH:27][CH2:26]3)=[CH:15][CH:16]=2)=[O:10])=[CH:4][C:3]=1[NH:30][C:31]1[N:36]=[C:35]([C:37]2[CH:38]=[N:39][CH:40]=[CH:41][CH:42]=2)[CH:34]=[CH:33][N:32]=1, predict the reactants needed to synthesize it. The reactants are: [CH3:1][C:2]1[CH:7]=[CH:6][C:5]([NH:8][C:9]([C:11]2[CH:16]=[CH:15][C:14]([N:17]([CH:25]3[CH2:29][CH2:28][NH:27][CH2:26]3)[CH2:18]C3C=CC=CC=3)=[CH:13][CH:12]=2)=[O:10])=[CH:4][C:3]=1[NH:30][C:31]1[N:36]=[C:35]([C:37]2[CH:38]=[N:39][CH:40]=[CH:41][CH:42]=2)[CH:34]=[CH:33][N:32]=1.C=O. (9) Given the product [C:27]([C:24]1[CH:25]=[CH:26][C:21]([O:20][CH2:19][C:15]2[CH:14]=[C:13]([NH:12][C:8]3[CH:7]=[C:6]([CH:11]=[CH:10][CH:9]=3)[C:5]([OH:34])=[O:4])[CH:18]=[CH:17][CH:16]=2)=[C:22]([CH2:31][CH2:32][CH3:33])[C:23]=1[OH:30])(=[O:29])[CH3:28], predict the reactants needed to synthesize it. The reactants are: [OH-].[Li+].C[O:4][C:5](=[O:34])[C:6]1[CH:11]=[CH:10][CH:9]=[C:8]([NH:12][C:13]2[CH:18]=[CH:17][CH:16]=[C:15]([CH2:19][O:20][C:21]3[CH:26]=[CH:25][C:24]([C:27](=[O:29])[CH3:28])=[C:23]([OH:30])[C:22]=3[CH2:31][CH2:32][CH3:33])[CH:14]=2)[CH:7]=1.Cl.